This data is from Full USPTO retrosynthesis dataset with 1.9M reactions from patents (1976-2016). The task is: Predict the reactants needed to synthesize the given product. (1) Given the product [C:1]([NH:9][C:10]1[CH:11]=[C:12]([CH:18]=[CH:19][N:20]=1)[C:13]([OH:15])=[O:14])(=[O:8])[C:2]1[CH:3]=[CH:4][CH:5]=[CH:6][CH:7]=1, predict the reactants needed to synthesize it. The reactants are: [C:1]([NH:9][C:10]1[CH:11]=[C:12]([CH:18]=[CH:19][N:20]=1)[C:13]([O:15]CC)=[O:14])(=[O:8])[C:2]1[CH:7]=[CH:6][CH:5]=[CH:4][CH:3]=1.O.[OH-].[Li+]. (2) Given the product [C:71](=[N:84][C:2]1[CH:3]=[C:4]([C:8]2([CH3:18])[N:13]=[C:12]([NH2:14])[CH2:11][N:10]3[N:15]=[CH:16][CH:17]=[C:9]23)[CH:5]=[CH:6][CH:7]=1)([C:78]1[CH:79]=[CH:80][CH:81]=[CH:82][CH:83]=1)[C:72]1[CH:77]=[CH:76][CH:75]=[CH:74][CH:73]=1, predict the reactants needed to synthesize it. The reactants are: Br[C:2]1[CH:3]=[C:4]([C:8]2([CH3:18])[N:13]=[C:12]([NH2:14])[CH2:11][N:10]3[N:15]=[CH:16][CH:17]=[C:9]23)[CH:5]=[CH:6][CH:7]=1.C1(P(C2C=CC=CC=2)C2C=CC3C(=CC=CC=3)C=2C2C3C(=CC=CC=3)C=CC=2P(C2C=CC=CC=2)C2C=CC=CC=2)C=CC=CC=1.CC(C)([O-])C.[Na+].[C:71](=[NH:84])([C:78]1[CH:83]=[CH:82][CH:81]=[CH:80][CH:79]=1)[C:72]1[CH:77]=[CH:76][CH:75]=[CH:74][CH:73]=1.